Task: Predict the reactants needed to synthesize the given product.. Dataset: Full USPTO retrosynthesis dataset with 1.9M reactions from patents (1976-2016) (1) Given the product [CH3:20][O:19][C:17]1[CH:18]=[C:13]([NH:12][C:10]([NH2:9])=[S:11])[CH:14]=[C:15]([C:21]2[CH:26]=[CH:25][CH:24]=[CH:23][CH:22]=2)[CH:16]=1, predict the reactants needed to synthesize it. The reactants are: C([NH:9][C:10]([NH:12][C:13]1[CH:14]=[C:15]([C:21]2[CH:26]=[CH:25][CH:24]=[CH:23][CH:22]=2)[CH:16]=[C:17]([O:19][CH3:20])[CH:18]=1)=[S:11])(=O)C1C=CC=CC=1.C[O-].[Na+]. (2) Given the product [NH2:56][C:57]1[N:58]([CH3:75])[C:59](=[O:74])[C:60]2([N:73]=1)[C:69]1[C:64](=[CH:65][CH:66]=[C:67]([NH:7][C:1](=[O:6])[C:2]([CH3:5])([CH3:4])[CH3:3])[CH:68]=1)[CH2:63][C:62]([CH3:71])([CH3:72])[CH2:61]2, predict the reactants needed to synthesize it. The reactants are: [C:1]([NH2:7])(=[O:6])[C:2]([CH3:5])([CH3:4])[CH3:3].C([O-])([O-])=O.[Cs+].[Cs+].CC1(C)C2C(=C(P(C3C=CC=CC=3)C3C=CC=CC=3)C=CC=2)OC2C(P(C3C=CC=CC=3)C3C=CC=CC=3)=CC=CC1=2.[NH2:56][C:57]1[N:58]([CH3:75])[C:59](=[O:74])[C:60]2([N:73]=1)[C:69]1[C:64](=[CH:65][CH:66]=[C:67](Br)[CH:68]=1)[CH2:63][C:62]([CH3:72])([CH3:71])[CH2:61]2. (3) Given the product [F:15][C:2]([F:1])([F:16])[C:3]1[CH:8]=[CH:7][N:6]=[C:5]([CH2:9][O:10][CH2:11][C:12]([N:17]2[CH2:21][CH2:20][C@H:19]([NH:22][C:23](=[O:29])[O:24][C:25]([CH3:27])([CH3:26])[CH3:28])[CH2:18]2)=[O:14])[CH:4]=1, predict the reactants needed to synthesize it. The reactants are: [F:1][C:2]([F:16])([F:15])[C:3]1[CH:8]=[CH:7][N:6]=[C:5]([CH2:9][O:10][CH2:11][C:12]([OH:14])=O)[CH:4]=1.[NH:17]1[CH2:21][CH2:20][C@H:19]([NH:22][C:23](=[O:29])[O:24][C:25]([CH3:28])([CH3:27])[CH3:26])[CH2:18]1.F[P-](F)(F)(F)(F)F.N1(O[P+](N(C)C)(N(C)C)N(C)C)C2C=CC=CC=2N=N1.C(N(CC)CC)C. (4) Given the product [CH3:21][C:22]1[CH:3]=[CH:4][C:5]([CH2:6][C:25]2([OH:28])[CH2:9][CH2:8][N:7]([CH2:6][CH2:5][C:4]#[CH:3])[CH2:12][CH2:11]2)=[CH:24][CH:23]=1, predict the reactants needed to synthesize it. The reactants are: CC1(O)C=C[C:5]([CH2:6][N:7]2[CH2:12][CH2:11]C[CH2:9][CH2:8]2)=[CH:4][CH2:3]1.CS(O[CH2:21][CH2:22][C:23]#[CH:24])(=O)=O.[C:25](=[O:28])([O-])[O-].[K+].[K+].